From a dataset of Full USPTO retrosynthesis dataset with 1.9M reactions from patents (1976-2016). Predict the reactants needed to synthesize the given product. Given the product [CH3:27][NH:28][C:2]1[S:3][C:4]([CH2:7][NH:8][C:9]([C:11]2[C:12]3[CH:19]=[N:18][N:17]([C:20]4[CH:25]=[CH:24][C:23]([F:26])=[CH:22][CH:21]=4)[C:13]=3[CH:14]=[N:15][CH:16]=2)=[O:10])=[CH:5][N:6]=1, predict the reactants needed to synthesize it. The reactants are: Br[C:2]1[S:3][C:4]([CH2:7][NH:8][C:9]([C:11]2[C:12]3[CH:19]=[N:18][N:17]([C:20]4[CH:25]=[CH:24][C:23]([F:26])=[CH:22][CH:21]=4)[C:13]=3[CH:14]=[N:15][CH:16]=2)=[O:10])=[CH:5][N:6]=1.[CH3:27][NH2:28].C1COCC1.C([O-])([O-])=O.[K+].[K+].